Predict the product of the given reaction. From a dataset of Forward reaction prediction with 1.9M reactions from USPTO patents (1976-2016). (1) Given the reactants Br.[NH2:2][C:3]12[CH2:10][CH2:9][C:6]([C:11]([O:13][CH2:14][CH3:15])=[O:12])([CH2:7][CH2:8]1)[CH2:5][CH2:4]2.C(=O)([O-])[O-].[K+].[K+].CN(C)C=O.[F:27][C@@H:28]1[CH2:32][N:31]([C:33](=[O:45])[CH2:34]OS(C2C=CC=CC=2)(=O)=O)[C@H:30]([C:46]#[N:47])[CH2:29]1, predict the reaction product. The product is: [CH2:14]([O:13][C:11]([C:6]12[CH2:5][CH2:4][C:3]([NH:2][CH2:34][C:33]([N:31]3[CH2:32][C@@H:28]([F:27])[CH2:29][C@H:30]3[C:46]#[N:47])=[O:45])([CH2:10][CH2:9]1)[CH2:8][CH2:7]2)=[O:12])[CH3:15]. (2) The product is: [Br:1][C:2]1[CH:3]=[CH:4][C:5]([Cl:21])=[C:6]([CH2:8][C:10]2[CH:11]=[CH:12][C:13]([O:16][C:17]([F:20])([F:18])[F:19])=[CH:14][CH:15]=2)[CH:7]=1. Given the reactants [Br:1][C:2]1[CH:3]=[CH:4][C:5]([Cl:21])=[C:6]([CH:8]([C:10]2[CH:15]=[CH:14][C:13]([O:16][C:17]([F:20])([F:19])[F:18])=[CH:12][CH:11]=2)O)[CH:7]=1.C([SiH](CC)CC)C.B(F)(F)F.CCOCC, predict the reaction product. (3) Given the reactants O[CH2:2][C:3]1[CH:11]=[CH:10][C:6]([C:7]([OH:9])=O)=[CH:5][CH:4]=1.[CH3:12][C@H:13]1[O:18][C@@H:17]([CH3:19])[CH2:16][NH:15][CH2:14]1, predict the reaction product. The product is: [CH3:19][C@H:17]1[O:18][C@@H:13]([CH3:12])[CH2:14][N:15]([C:7]([C:6]2[CH:5]=[CH:4][C:3]([CH2:2][N:15]3[CH2:14][C@H:13]([CH3:12])[O:18][C@H:17]([CH3:19])[CH2:16]3)=[CH:11][CH:10]=2)=[O:9])[CH2:16]1. (4) The product is: [OH:13][CH:10]1[CH2:11][CH2:12][N:7]([CH2:6][C:5]2[CH:14]=[CH:15][C:2]([NH:1][C:35]3[N:34]=[CH:33][C:32]4=[CH:31][CH:30]=[C:29]([C:24]5[CH:25]=[CH:26][CH:27]=[CH:28][C:23]=5[N:22]([CH3:46])[S:19]([CH3:18])(=[O:21])=[O:20])[N:37]4[N:36]=3)=[C:3]([O:16][CH3:17])[CH:4]=2)[CH2:8][CH2:9]1. Given the reactants [NH2:1][C:2]1[CH:15]=[CH:14][C:5]([CH2:6][N:7]2[CH2:12][CH2:11][CH:10]([OH:13])[CH2:9][CH2:8]2)=[CH:4][C:3]=1[O:16][CH3:17].[CH3:18][S:19]([N:22]([CH3:46])[C:23]1[CH:28]=[CH:27][CH:26]=[CH:25][C:24]=1[C:29]1[N:37]2[C:32]([CH:33]=[N:34][C:35](OS(C(F)(F)F)(=O)=O)=[N:36]2)=[CH:31][CH:30]=1)(=[O:21])=[O:20].C(N(CC)C(C)C)(C)C.COCC(O)C, predict the reaction product. (5) Given the reactants [F:1][C:2]1[C:7]([O:8][CH3:9])=[CH:6][C:5]([O:10][CH3:11])=[C:4]([F:12])[C:3]=1[C:13]1[N:18]=[C:17]2[NH:19][N:20]=[C:21](I)[C:16]2=[CH:15][N:14]=1.[OH:23][CH2:24][CH:25]([N:27]1[CH2:35][C:34]2[C:29](=[CH:30][CH:31]=[C:32](B3OC(C)(C)C(C)(C)O3)[CH:33]=2)[C:28]1=[O:45])[CH3:26], predict the reaction product. The product is: [F:1][C:2]1[C:7]([O:8][CH3:9])=[CH:6][C:5]([O:10][CH3:11])=[C:4]([F:12])[C:3]=1[C:13]1[N:18]=[C:17]2[NH:19][N:20]=[C:21]([C:32]3[CH:33]=[C:34]4[C:29](=[CH:30][CH:31]=3)[C:28](=[O:45])[N:27]([CH:25]([CH3:26])[CH2:24][OH:23])[CH2:35]4)[C:16]2=[CH:15][N:14]=1. (6) Given the reactants [CH2:1]([N:7]=[C:8]=[O:9])[CH2:2][CH2:3][CH2:4][CH2:5][CH3:6].[NH2:10][C:11]1[N:16]=[N:15][C:14]([N:17]2[CH2:22][CH2:21][N:20]([C:23]([C:25]3[CH:30]=[CH:29][CH:28]=[CH:27][C:26]=3[C:31]([F:34])([F:33])[F:32])=[O:24])[CH2:19][CH2:18]2)=[CH:13][CH:12]=1, predict the reaction product. The product is: [CH2:1]([NH:7][C:8]([NH:10][C:11]1[N:16]=[N:15][C:14]([N:17]2[CH2:18][CH2:19][N:20]([C:23](=[O:24])[C:25]3[CH:30]=[CH:29][CH:28]=[CH:27][C:26]=3[C:31]([F:34])([F:33])[F:32])[CH2:21][CH2:22]2)=[CH:13][CH:12]=1)=[O:9])[CH2:2][CH2:3][CH2:4][CH2:5][CH3:6].